From a dataset of Catalyst prediction with 721,799 reactions and 888 catalyst types from USPTO. Predict which catalyst facilitates the given reaction. (1) Reactant: [H-].[Al+3].[Li+].[H-].[H-].[H-].[Cl:7][C:8]1[CH:9]=[C:10]([C:18]2[O:22][N:21]=[C:20]([C:23]3[CH:24]=[CH:25][C:26]4[CH:32]([CH2:33][CH2:34][C:35](OC)=[O:36])[NH:31][CH2:30][CH2:29][CH2:28][C:27]=4[CH:39]=3)[N:19]=2)[CH:11]=[CH:12][C:13]=1[O:14][CH:15]([CH3:17])[CH3:16].[OH-].[Na+]. Product: [ClH:7].[Cl:7][C:8]1[CH:9]=[C:10]([C:18]2[O:22][N:21]=[C:20]([C:23]3[CH:24]=[CH:25][C:26]4[CH:32]([CH2:33][CH2:34][CH2:35][OH:36])[NH:31][CH2:30][CH2:29][CH2:28][C:27]=4[CH:39]=3)[N:19]=2)[CH:11]=[CH:12][C:13]=1[O:14][CH:15]([CH3:17])[CH3:16]. The catalyst class is: 1. (2) Reactant: [Cl:1][C:2]1[CH:3]=[CH:4][C:5]([O:26][CH2:27][CH:28]([CH3:30])[CH3:29])=[C:6]([CH2:8][N:9]2[C:13]([CH3:14])=[CH:12][C:11]([C:15]([NH:17][C:18]3[CH:23]=[CH:22][C:21]([CH:24]=O)=[CH:20][CH:19]=3)=[O:16])=[N:10]2)[CH:7]=1.[NH:31]1[CH2:35][CH2:34][C@@H:33]([OH:36])[CH2:32]1.C(O[BH-](OC(=O)C)OC(=O)C)(=O)C.[Na+].C(OCC)(=O)C. Product: [ClH:1].[Cl:1][C:2]1[CH:3]=[CH:4][C:5]([O:26][CH2:27][CH:28]([CH3:30])[CH3:29])=[C:6]([CH2:8][N:9]2[C:13]([CH3:14])=[CH:12][C:11]([C:15]([NH:17][C:18]3[CH:19]=[CH:20][C:21]([CH2:24][N:31]4[CH2:35][CH2:34][C@@H:33]([OH:36])[CH2:32]4)=[CH:22][CH:23]=3)=[O:16])=[N:10]2)[CH:7]=1. The catalyst class is: 334.